From a dataset of Peptide-MHC class II binding affinity with 134,281 pairs from IEDB. Regression. Given a peptide amino acid sequence and an MHC pseudo amino acid sequence, predict their binding affinity value. This is MHC class II binding data. The binding affinity (normalized) is 0.608. The peptide sequence is ASKYDQMKQKGRCLR. The MHC is DRB1_0101 with pseudo-sequence DRB1_0101.